Dataset: Forward reaction prediction with 1.9M reactions from USPTO patents (1976-2016). Task: Predict the product of the given reaction. (1) The product is: [Cl:9][C:5]1[C:6]([Cl:8])=[CH:7][C:2]([NH:1][C:25](=[O:27])[CH3:26])=[C:3]([NH:10][C:11]([NH:13][C:14]2[CH:19]=[C:18]([C:20]([F:22])([F:23])[F:21])[CH:17]=[CH:16][C:15]=2[Cl:24])=[O:12])[CH:4]=1. Given the reactants [NH2:1][C:2]1[CH:7]=[C:6]([Cl:8])[C:5]([Cl:9])=[CH:4][C:3]=1[NH:10][C:11]([NH:13][C:14]1[CH:19]=[C:18]([C:20]([F:23])([F:22])[F:21])[CH:17]=[CH:16][C:15]=1[Cl:24])=[O:12].[C:25](OC(=O)C)(=[O:27])[CH3:26].O, predict the reaction product. (2) Given the reactants [Cl:1][C:2]1[C:3]([O:25][CH3:26])=[CH:4][C:5]([O:23][CH3:24])=[C:6]([CH2:8][CH2:9][C:10]2([CH:18]3[CH2:22][CH2:21][CH2:20][CH2:19]3)[O:15][C:14](=[O:16])[CH2:13][C:12](=[O:17])[CH2:11]2)[CH:7]=1.O.Cl.Cl.[CH3:30][N:31]1[C:35]([CH:36]=O)=[N:34][C:33]([C:38]2[CH:43]=[N:42][CH:41]=[CH:40][N:39]=2)=[N:32]1.C(N(CC)CC)C.Cl, predict the reaction product. The product is: [Cl:1][C:2]1[C:3]([O:25][CH3:26])=[CH:4][C:5]([O:23][CH3:24])=[C:6]([CH2:8][CH2:9][C:10]2([CH:18]3[CH2:22][CH2:21][CH2:20][CH2:19]3)[O:15][C:14](=[O:16])[C:13]([CH2:36][C:35]3[N:31]([CH3:30])[N:32]=[C:33]([C:38]4[CH:43]=[N:42][CH:41]=[CH:40][N:39]=4)[N:34]=3)=[C:12]([OH:17])[CH2:11]2)[CH:7]=1. (3) Given the reactants [O-:1][C:2]#[N:3].[Na+].[NH2:5][CH2:6][CH2:7][CH2:8][CH2:9][N:10]1[C:27](=[N:28][C:29]2[C:34]([CH3:35])=[CH:33][C:32]([CH3:36])=[CH:31][C:30]=2[CH3:37])[CH:26]=[C:13]2[C:14]3[C:19]([CH2:20][CH2:21][N:12]2[C:11]1=[O:38])=[CH:18][C:17]([O:22][CH3:23])=[C:16]([O:24][CH3:25])[CH:15]=3, predict the reaction product. The product is: [C:2]([NH:5][CH2:6][CH2:7][CH2:8][CH2:9][N:10]1[C:27](=[N:28][C:29]2[C:34]([CH3:35])=[CH:33][C:32]([CH3:36])=[CH:31][C:30]=2[CH3:37])[CH:26]=[C:13]2[C:14]3[C:19]([CH2:20][CH2:21][N:12]2[C:11]1=[O:38])=[CH:18][C:17]([O:22][CH3:23])=[C:16]([O:24][CH3:25])[CH:15]=3)(=[O:1])[NH2:3]. (4) The product is: [O:34]=[S:12]1(=[O:11])[C:17]2[CH:18]=[C:19]([O:22][C:23]3[CH:24]=[C:25]([C:26](=[N:9][OH:10])[NH2:27])[CH:28]=[CH:29][CH:30]=3)[CH:20]=[CH:21][C:16]=2[N:15]2[CH2:31][CH2:32][CH2:33][C:14]2=[N:13]1. Given the reactants C(N(CC)CC)C.Cl.[NH2:9][OH:10].[O:11]=[S:12]1(=[O:34])[C:17]2[CH:18]=[C:19]([O:22][C:23]3[CH:24]=[C:25]([CH:28]=[CH:29][CH:30]=3)[C:26]#[N:27])[CH:20]=[CH:21][C:16]=2[N:15]2[CH2:31][CH2:32][CH2:33][C:14]2=[N:13]1, predict the reaction product.